From a dataset of Forward reaction prediction with 1.9M reactions from USPTO patents (1976-2016). Predict the product of the given reaction. Given the reactants [Cl:1][C:2]1[CH:7]=[CH:6][CH:5]=[CH:4][C:3]=1[C:8]1[O:12][N:11]=[C:10]([C:13]2[CH:18]=[CH:17][C:16]([Cl:19])=[CH:15][C:14]=2[Cl:20])[C:9]=1[C:21]([C:23]1[CH:24]=[N:25][CH:26]=[CH:27][CH:28]=1)=[O:22].[BH4-].[Na+], predict the reaction product. The product is: [Cl:1][C:2]1[CH:7]=[CH:6][CH:5]=[CH:4][C:3]=1[C:8]1[O:12][N:11]=[C:10]([C:13]2[CH:18]=[CH:17][C:16]([Cl:19])=[CH:15][C:14]=2[Cl:20])[C:9]=1[CH:21]([C:23]1[CH:24]=[N:25][CH:26]=[CH:27][CH:28]=1)[OH:22].